From a dataset of CYP2C9 inhibition data for predicting drug metabolism from PubChem BioAssay. Regression/Classification. Given a drug SMILES string, predict its absorption, distribution, metabolism, or excretion properties. Task type varies by dataset: regression for continuous measurements (e.g., permeability, clearance, half-life) or binary classification for categorical outcomes (e.g., BBB penetration, CYP inhibition). Dataset: cyp2c9_veith. The drug is C1COC(NC(C2CC2)C2CC2)=N1. The result is 0 (non-inhibitor).